This data is from Catalyst prediction with 721,799 reactions and 888 catalyst types from USPTO. The task is: Predict which catalyst facilitates the given reaction. (1) Reactant: [F:1][C:2]([F:24])([F:23])[CH:3]([CH2:6][N:7]1[CH2:12][CH2:11][O:10][CH:9]([C:13]2[CH:18]=[CH:17][CH:16]=[C:15]([C:19]([F:22])([F:21])[F:20])[CH:14]=2)[CH2:8]1)[CH2:4][OH:5].CCN(C(C)C)C(C)C.[CH3:34][S:35](Cl)(=[O:37])=[O:36]. Product: [F:24][C:2]([F:1])([F:23])[CH:3]([CH2:6][N:7]1[CH2:12][CH2:11][O:10][CH:9]([C:13]2[CH:18]=[CH:17][CH:16]=[C:15]([C:19]([F:20])([F:21])[F:22])[CH:14]=2)[CH2:8]1)[CH2:4][O:5][S:35]([CH3:34])(=[O:37])=[O:36]. The catalyst class is: 2. (2) Reactant: [CH:1]1[NH:2][C:3]2[N:9]=[C:8]([NH2:10])[N:7]=[C:6](Cl)[C:4]=2[N:5]=1.C(N(CC)CC)C.CC1C=C(C)C(S)=CC=1.[OH2:28]. Product: [NH:7]1[C:6](=[O:28])[C:4]2[NH:5][CH:1]=[N:2][C:3]=2[N:9]=[C:8]1[NH2:10]. The catalyst class is: 5.